This data is from Catalyst prediction with 721,799 reactions and 888 catalyst types from USPTO. The task is: Predict which catalyst facilitates the given reaction. (1) Reactant: C(=O)([O-])[O-].[K+].[K+].O.B1(C=C)OB([CH:14]=[CH2:15])OB(C=C)O1.C1C=CN=CC=1.Br[C:27]1[CH:33]=[C:32]([F:34])[CH:31]=[CH:30][C:28]=1[NH2:29]. Product: [CH:14]([C:27]1[CH:33]=[C:32]([F:34])[CH:31]=[CH:30][C:28]=1[NH2:29])=[CH2:15]. The catalyst class is: 853. (2) Reactant: [Cl:1][C:2]1[CH:3]=[C:4]([S:9](Cl)(=[O:11])=[O:10])[CH:5]=[CH:6][C:7]=1[Cl:8].[CH3:13][CH:14]1[CH2:19][NH:18][CH:17]([CH3:20])[CH2:16][NH:15]1.C(N(C(C)C)CC)(C)C. Product: [Cl:1][C:2]1[CH:3]=[C:4]([S:9]([N:15]2[CH2:16][CH:17]([CH3:20])[NH:18][CH2:19][CH:14]2[CH3:13])(=[O:11])=[O:10])[CH:5]=[CH:6][C:7]=1[Cl:8]. The catalyst class is: 4. (3) Reactant: [C:1]([O:5][C:6]([NH:8][C@@H:9]([CH2:13][O:14][C:15]1[C:20]([N+:21]([O-])=O)=[CH:19][CH:18]=[CH:17][C:16]=1[F:24])[C:10]([OH:12])=[O:11])=[O:7])([CH3:4])([CH3:3])[CH3:2]. Product: [NH2:21][C:20]1[CH:19]=[CH:18][CH:17]=[C:16]([F:24])[C:15]=1[O:14][CH2:13][C@H:9]([NH:8][C:6]([O:5][C:1]([CH3:4])([CH3:2])[CH3:3])=[O:7])[C:10]([OH:12])=[O:11]. The catalyst class is: 19. (4) Reactant: [C:1]([CH:3]1[C:8](=O)[CH2:7][CH2:6][N:5]([C:10]([O:12][C:13]([CH3:16])([CH3:15])[CH3:14])=[O:11])[CH2:4]1)#[N:2].O.[NH2:18][NH2:19]. Product: [NH2:2][C:1]1[C:3]2[CH2:4][N:5]([C:10]([O:12][C:13]([CH3:16])([CH3:15])[CH3:14])=[O:11])[CH2:6][CH2:7][C:8]=2[NH:19][N:18]=1. The catalyst class is: 351. (5) Reactant: Br[C:2]1[S:3][CH:4]=[C:5]([Br:8])[C:6]=1[CH3:7].[C:9]([Cu])#[N:10].CCOCC. Product: [Br:8][C:5]1[C:6]([CH3:7])=[C:2]([C:9]#[N:10])[S:3][CH:4]=1. The catalyst class is: 3. (6) Reactant: [CH3:1][Si](C)(C)N[Si](C)(C)C.[CH2:10]([Li])[CH2:11][CH2:12][CH3:13].C1(S[C:19]2[CH:24]=[CH:23]C(CC(N([C@H](C)[C@H](O)[C:19]3[CH:24]=[CH:23]C=[CH:21][CH:20]=3)C)=O)=[CH:21][CH:20]=2)CC1.C(OC(=O)NC1C=CC=C(CN2C=[CH:57][C:56]([NH:59][C:60](=[O:79])[C@@H:61]([C:68]3[CH:73]=[CH:72][C:71]([S:74]([CH3:77])(=O)=O)=[C:70]([Cl:78])[CH:69]=3)[CH2:62][CH:63]3[CH2:67][CH2:66][CH2:65][CH2:64]3)=N2)C=1)(C)(C)C.C([O:84][CH2:85][CH3:86])(=O)C. Product: [CH:63]1([CH2:62][C@H:61]([C:68]2[CH:73]=[CH:72][C:71]([S:74][CH:77]3[CH2:13][CH2:12][CH2:11][CH2:10]3)=[C:70]([Cl:78])[CH:69]=2)[C:60]([N:59]([C@H:56]([CH3:57])[C@H:85]([OH:84])[C:86]2[CH:23]=[CH:24][CH:19]=[CH:20][CH:21]=2)[CH3:1])=[O:79])[CH2:64][CH2:65][CH2:66][CH2:67]1. The catalyst class is: 7. (7) Reactant: [Cl:1][C:2]1[C:3]([C:19]2[CH:24]=[C:23]([F:25])[CH:22]=[CH:21][C:20]=2[O:26][CH3:27])=[C:4]2[CH:10]=[C:9]([C:11]3[CH2:12][CH2:13][N:14]([CH2:17]C)[CH2:15][CH:16]=3)[NH:8][C:5]2=[N:6][CH:7]=1.C([N:30]([CH2:33]C)CC)C.CNC(=O)[O:38]N1C(=O)CCC1=O.O. Product: [Cl:1][C:2]1[C:3]([C:19]2[CH:24]=[C:23]([F:25])[CH:22]=[CH:21][C:20]=2[O:26][CH3:27])=[C:4]2[CH:10]=[C:9]([C:11]3[CH2:12][CH2:13][N:14]([C:17]([NH:30][CH3:33])=[O:38])[CH2:15][CH:16]=3)[NH:8][C:5]2=[N:6][CH:7]=1. The catalyst class is: 9.